Dataset: Full USPTO retrosynthesis dataset with 1.9M reactions from patents (1976-2016). Task: Predict the reactants needed to synthesize the given product. (1) Given the product [OH:4][C:5]1[CH:10]=[C:9]([OH:11])[CH:8]=[CH:7][C:6]=1[CH:15]1[CH2:16][CH2:17][C:18](=[CH:21][C:22]([OH:24])=[O:23])[CH2:19][CH2:20]1, predict the reactants needed to synthesize it. The reactants are: COC[O:4][C:5]1[CH:10]=[C:9]([O:11]COC)[CH:8]=[CH:7][C:6]=1[CH:15]1[CH2:20][CH2:19][C:18](=[CH:21][C:22]([OH:24])=[O:23])[CH2:17][CH2:16]1. (2) Given the product [Br:15][C:16]1[C:17]([NH:26][S:2]([C:5]2[CH:14]=[CH:13][C:8]([C:9]([O:11][CH3:12])=[O:10])=[CH:7][CH:6]=2)(=[O:4])=[O:3])=[N:18][CH:19]=[C:20]([C:22]([F:25])([F:23])[F:24])[CH:21]=1, predict the reactants needed to synthesize it. The reactants are: Cl[S:2]([C:5]1[CH:14]=[CH:13][C:8]([C:9]([O:11][CH3:12])=[O:10])=[CH:7][CH:6]=1)(=[O:4])=[O:3].[Br:15][C:16]1[C:17]([NH2:26])=[N:18][CH:19]=[C:20]([C:22]([F:25])([F:24])[F:23])[CH:21]=1.